From a dataset of Reaction yield outcomes from USPTO patents with 853,638 reactions. Predict the reaction yield, written as a fraction of the theoretical maximum amount of product (1.0 means a 100% yield; for example, 0.34 means a 34% yield). (1) The reactants are B(Br)(Br)Br.C[O:6][C:7]1[CH:34]=[CH:33][C:10]2[CH2:11][C@@H:12]([CH2:28][C:29]([O:31][CH3:32])=[O:30])[C:13](=[O:27])[N:14]([CH2:16][C:17]3[CH:22]=[CH:21][C:20]([C:23]([F:26])([F:25])[F:24])=[CH:19][CH:18]=3)[CH2:15][C:9]=2[CH:8]=1. The catalyst is C(Cl)Cl. The product is [OH:6][C:7]1[CH:34]=[CH:33][C:10]2[CH2:11][C@@H:12]([CH2:28][C:29]([O:31][CH3:32])=[O:30])[C:13](=[O:27])[N:14]([CH2:16][C:17]3[CH:18]=[CH:19][C:20]([C:23]([F:26])([F:24])[F:25])=[CH:21][CH:22]=3)[CH2:15][C:9]=2[CH:8]=1. The yield is 0.920. (2) The reactants are [F:1][C:2]1[CH:3]=[CH:4][C:5]([O:8][C:9]2[CH:15]=[CH:14][C:12]([NH2:13])=[CH:11][CH:10]=2)=[N:6][CH:7]=1.C1(P(C2C=CC=CC=2)C2C3OC4C(=CC=CC=4P(C4C=CC=CC=4)C4C=CC=CC=4)C(C)(C)C=3C=CC=2)C=CC=CC=1.C(=O)([O-])[O-].[Cs+].[Cs+].Cl[C:65]1[N:66]([CH2:77][C:78]2[CH:83]=[CH:82][C:81]([Cl:84])=[CH:80][CH:79]=2)[CH:67]=[C:68]([C:72]([O:74][CH2:75][CH3:76])=[O:73])[C:69](=[O:71])[CH:70]=1. The catalyst is C([O-])(=O)C.[Pd+2].C([O-])(=O)C.O.O1CCOCC1. The product is [Cl:84][C:81]1[CH:80]=[CH:79][C:78]([CH2:77][N:66]2[CH:67]=[C:68]([C:72]([O:74][CH2:75][CH3:76])=[O:73])[C:69](=[O:71])[CH:70]=[C:65]2[NH:13][C:12]2[CH:14]=[CH:15][C:9]([O:8][C:5]3[CH:4]=[CH:3][C:2]([F:1])=[CH:7][N:6]=3)=[CH:10][CH:11]=2)=[CH:83][CH:82]=1. The yield is 0.610.